This data is from Full USPTO retrosynthesis dataset with 1.9M reactions from patents (1976-2016). The task is: Predict the reactants needed to synthesize the given product. (1) Given the product [Cl:23][C:20]1[CH:19]=[CH:18][C:17]([CH:15]2[O:14][N:13]=[C:12]([C:10]([C:24]#[C:25][CH3:26])([OH:11])[CH2:9][N:3]3[CH:7]=[N:6][CH:5]=[N:4]3)[CH2:16]2)=[CH:22][CH:21]=1, predict the reactants needed to synthesize it. The reactants are: [H-].[Na+].[NH:3]1[CH:7]=[N:6][CH:5]=[N:4]1.Cl[CH2:9][C:10]([C:24]#[C:25][CH3:26])([C:12]1[CH2:16][CH:15]([C:17]2[CH:22]=[CH:21][C:20]([Cl:23])=[CH:19][CH:18]=2)[O:14][N:13]=1)[OH:11]. (2) The reactants are: C[Si]([N-][Si](C)(C)C)(C)C.[K+].[C:11]([C:19]1[CH:20]=[C:21]([N:25]([CH2:31][C:32]2[CH:33]=[N:34][CH:35]=[CH:36][CH:37]=2)[S:26]([CH2:29][CH3:30])(=[O:28])=[O:27])[CH:22]=[CH:23][CH:24]=1)(=O)[C:12]1[CH:17]=[CH:16][CH:15]=[CH:14][CH:13]=1.[C:38]([O-])(O)=O.[Na+]. Given the product [C:12]1([C:11]([C:19]2[CH:20]=[C:21]([N:25]([CH2:31][C:32]3[CH:33]=[N:34][CH:35]=[CH:36][CH:37]=3)[S:26]([CH2:29][CH3:30])(=[O:28])=[O:27])[CH:22]=[CH:23][CH:24]=2)=[CH2:38])[CH:17]=[CH:16][CH:15]=[CH:14][CH:13]=1, predict the reactants needed to synthesize it. (3) The reactants are: [F:1][C:2]1[CH:7]=[CH:6][C:5]([NH:8][C:9]([N:11]2[C:19]3[C:14](=[CH:15][C:16]([O:20][C:21]4[CH:26]=[C:25]([CH2:27][NH2:28])[N:24]=[CH:23][N:22]=4)=[CH:17][CH:18]=3)[CH:13]=[CH:12]2)=[O:10])=[CH:4][C:3]=1[C:29]([F:32])([F:31])[F:30].CCN(C(C)C)C(C)C.[Br:42][CH2:43][CH2:44][CH2:45][C:46](Cl)=[O:47]. Given the product [F:1][C:2]1[CH:7]=[CH:6][C:5]([NH:8][C:9]([N:11]2[C:19]3[C:14](=[CH:15][C:16]([O:20][C:21]4[CH:26]=[C:25]([CH2:27][NH:28][C:46](=[O:47])[CH2:45][CH2:44][CH2:43][Br:42])[N:24]=[CH:23][N:22]=4)=[CH:17][CH:18]=3)[CH:13]=[CH:12]2)=[O:10])=[CH:4][C:3]=1[C:29]([F:30])([F:31])[F:32], predict the reactants needed to synthesize it. (4) Given the product [O:1]1[C:5]2[CH:6]=[CH:7][CH:8]=[CH:9][C:4]=2[C:3]([N:10]2[CH2:15][CH2:14][N:13]([CH2:16][CH2:17][C:18]3[CH:19]=[C:20]4[C:24](=[CH:25][CH:26]=3)[C:23]([CH3:27])([CH3:28])[C:22](=[NH:29])[C:21]4([CH3:32])[CH3:31])[CH2:12][CH2:11]2)=[N:2]1, predict the reactants needed to synthesize it. The reactants are: [O:1]1[C:5]2[CH:6]=[CH:7][CH:8]=[CH:9][C:4]=2[C:3]([N:10]2[CH2:15][CH2:14][N:13]([CH2:16][CH2:17][C:18]3[CH:19]=[C:20]4[C:24](=[CH:25][CH:26]=3)[C:23]([CH3:28])([CH3:27])[C:22](=[N:29]O)[C:21]4([CH3:32])[CH3:31])[CH2:12][CH2:11]2)=[N:2]1.[OH-].[Na+]. (5) Given the product [CH2:9]([O:8][C:1]1[CH2:28][CH2:29][C@H:30]2[C:25](=[CH:24][CH2:23][C@@H:22]3[C@@H:31]2[CH2:32][CH2:33][C@@:18]2([CH2:19][CH3:20])[C@H:21]3[CH:15]=[CH:16][C:17]2=[O:35])[CH:26]=1)[CH3:10], predict the reactants needed to synthesize it. The reactants are: [CH:1]([O:8][CH2:9][CH3:10])(OCC)OCC.C(O[C@@H:15]1[C@H:21]2[C@H:22]3[C@H:31]([CH2:32][CH2:33][C@:18]2([CH2:19][CH3:20])[C:17](=[O:35])[CH2:16]1)[C@@H:30]1[C:25](=[CH:26]C(=O)[CH2:28][CH2:29]1)[CH2:24][CH2:23]3)(=O)C.C(N(CC)CC)C.O.